From a dataset of Catalyst prediction with 721,799 reactions and 888 catalyst types from USPTO. Predict which catalyst facilitates the given reaction. (1) Reactant: [Cl:1][C:2]1[CH:3]=[C:4]([N:8]2[C:12](I)=[CH:11][C:10]([C:14]([F:17])([F:16])[F:15])=[N:9]2)[CH:5]=[CH:6][CH:7]=1.[Cu][C:19]#[N:20]. Product: [Cl:1][C:2]1[CH:3]=[C:4]([N:8]2[C:12]([C:19]#[N:20])=[CH:11][C:10]([C:14]([F:17])([F:16])[F:15])=[N:9]2)[CH:5]=[CH:6][CH:7]=1. The catalyst class is: 60. (2) Reactant: [Br:1][C:2]1[CH:3]=[CH:4][C:5]2[O:9][CH:8]=[C:7]([O:10]C(=O)C)[C:6]=2[CH:14]=1. Product: [Br:1][C:2]1[CH:3]=[CH:4][C:5]2[O:9][CH2:8][C:7](=[O:10])[C:6]=2[CH:14]=1. The catalyst class is: 5. (3) Reactant: CB1N2CCC[C@H]2C(C2C=CC=CC=2)(C2C=CC=CC=2)O1.[C:22]([C:25]1[C:26]([O:45][CH3:46])=[C:27]([CH:34]2[CH2:37][N:36]([C:38]([O:40][C:41]([CH3:44])([CH3:43])[CH3:42])=[O:39])[CH2:35]2)[C:28]([C:32]#[N:33])=[C:29]([Cl:31])[CH:30]=1)(=[O:24])[CH3:23]. Product: [Cl:31][C:29]1[C:28]([C:32]#[N:33])=[C:27]([CH:34]2[CH2:35][N:36]([C:38]([O:40][C:41]([CH3:43])([CH3:42])[CH3:44])=[O:39])[CH2:37]2)[C:26]([O:45][CH3:46])=[C:25]([CH:22]([OH:24])[CH3:23])[CH:30]=1. The catalyst class is: 7. (4) Product: [CH:1]([C:4]1[N:9]=[CH:8][C:7]([NH:10][CH2:11][C:13]2[CH:14]=[N:15][N:16]([CH:18]=[CH2:19])[CH:17]=2)=[CH:6][CH:5]=1)([CH3:3])[CH3:2]. The catalyst class is: 11. Reactant: [CH:1]([C:4]1[N:9]=[CH:8][C:7]([NH:10][C:11]([C:13]2[CH:14]=[N:15][N:16]([CH:18]=[CH2:19])[CH:17]=2)=O)=[CH:6][CH:5]=1)([CH3:3])[CH3:2].[H-].COCCO[Al+]OCCOC.[Na+].[H-].C1(C)C=CC=CC=1.C(OCC)(=O)C.[OH-].[Na+]. (5) Reactant: [CH3:1][C:2]1([CH3:12])[CH2:11][NH:10][C@@H:9]2[C@H:4]([CH2:5][CH2:6][CH2:7][CH2:8]2)[NH:3]1.Br[C:14]1[CH:19]=[CH:18][N:17]=[C:16]2[N:20]([Si:23]([CH:30]([CH3:32])[CH3:31])([CH:27]([CH3:29])[CH3:28])[CH:24]([CH3:26])[CH3:25])[CH:21]=[CH:22][C:15]=12.P(C(C)(C)C)(C(C)(C)C)C(C)(C)C.[H+].[B-](F)(F)(F)F.C(O[Na])(C)(C)C. Product: [CH3:1][C:2]1([CH3:12])[NH:3][C@@H:4]2[C@H:9]([CH2:8][CH2:7][CH2:6][CH2:5]2)[N:10]([C:14]2[CH:19]=[CH:18][N:17]=[C:16]3[N:20]([Si:23]([CH:27]([CH3:29])[CH3:28])([CH:30]([CH3:32])[CH3:31])[CH:24]([CH3:25])[CH3:26])[CH:21]=[CH:22][C:15]=23)[CH2:11]1. The catalyst class is: 718. (6) Reactant: C([Mg]Cl)(C)C.Br[C:7]1[C:16]2[O:15][CH2:14][CH2:13][O:12][C:11]=2[CH:10]=[C:9]([F:17])[CH:8]=1.O=[C:19]1[CH2:23][CH2:22][CH2:21][N:20]1[C:24]([O:26][C:27]([CH3:30])([CH3:29])[CH3:28])=[O:25]. Product: [F:17][C:9]1[CH:8]=[C:7]([C:19]2[N:20]([C:24]([O:26][C:27]([CH3:30])([CH3:29])[CH3:28])=[O:25])[CH2:21][CH2:22][CH:23]=2)[C:16]2[O:15][CH2:14][CH2:13][O:12][C:11]=2[CH:10]=1. The catalyst class is: 1. (7) The catalyst class is: 242. Product: [NH2:31][C:27]1[CH:26]=[C:25]([N:5]2[C:4](=[O:34])[C:3]3[C:8](=[CH:9][CH:10]=[CH:11][C:2]=3[Cl:1])[N:7]=[C:6]2[C@@H:12]([O:14][Si:15]([CH:16]([CH3:18])[CH3:17])([CH:22]([CH3:24])[CH3:23])[CH:19]([CH3:20])[CH3:21])[CH3:13])[CH:30]=[CH:29][CH:28]=1. Reactant: [Cl:1][C:2]1[CH:11]=[CH:10][CH:9]=[C:8]2[C:3]=1[C:4](=[O:34])[N:5]([C:25]1[CH:30]=[CH:29][CH:28]=[C:27]([N+:31]([O-])=O)[CH:26]=1)[C:6]([C@@H:12]([O:14][Si:15]([CH:22]([CH3:24])[CH3:23])([CH:19]([CH3:21])[CH3:20])[CH:16]([CH3:18])[CH3:17])[CH3:13])=[N:7]2.[Sn](Cl)Cl.[OH-].[Na+].